Dataset: Full USPTO retrosynthesis dataset with 1.9M reactions from patents (1976-2016). Task: Predict the reactants needed to synthesize the given product. Given the product [NH2:50][C@H:46]([CH:47]([CH3:49])[CH3:48])[C:45]([O:44][CH2:43][O:39][N:38]1[C:34]2[CH:33]=[C:32]([C:30]([NH:29][C@H:22]([CH2:21][C:18]3[CH:17]=[CH:16][C:15]([C:11]4[CH:12]=[CH:13][CH:14]=[C:9]([Cl:8])[CH:10]=4)=[CH:20][CH:19]=3)[CH2:23][C@@H:24]([OH:28])[C:25]([OH:27])=[O:26])=[O:31])[CH:41]=[CH:40][C:35]=2[N:36]=[N:37]1)=[O:58].[ClH:42], predict the reactants needed to synthesize it. The reactants are: CCN(CC)CC.[Cl:8][C:9]1[CH:10]=[C:11]([C:15]2[CH:20]=[CH:19][C:18]([CH2:21][C@@H:22]([NH:29][C:30]([C:32]3[CH:41]=[CH:40][C:35]4[N:36]=[N:37][N:38]([OH:39])[C:34]=4[CH:33]=3)=[O:31])[CH2:23][C@@H:24]([OH:28])[C:25]([OH:27])=[O:26])=[CH:17][CH:16]=2)[CH:12]=[CH:13][CH:14]=1.[Cl:42][CH2:43][O:44][C:45](=[O:58])[C@@H:46]([NH:50]C(OC(C)(C)C)=O)[CH:47]([CH3:49])[CH3:48].CC(C)=O.C(O)(C(F)(F)F)=O.C(Cl)Cl.